The task is: Predict the reaction yield, written as a fraction of the theoretical maximum amount of product (1.0 means a 100% yield; for example, 0.34 means a 34% yield).. This data is from Reaction yield outcomes from USPTO patents with 853,638 reactions. (1) The catalyst is O.CN(C)C=O. The reactants are [CH3:1][N:2]([S:15]([C:18]1[S:19][CH:20]=[CH:21][CH:22]=1)(=[O:17])=[O:16])[C:3]1[CH:4]=[CH:5][CH:6]=[C:7]2[C:11]=1[NH:10][C:9]([C:12](O)=[O:13])=[CH:8]2.N1(O)C2C=CC=CC=2N=N1.Cl.CN(C)CCCN=C=NCC.[NH:45]([C:47](=[O:53])[C:48]([O:50][CH2:51][CH3:52])=[O:49])[NH2:46]. The yield is 0.630. The product is [CH3:1][N:2]([S:15]([C:18]1[S:19][CH:20]=[CH:21][CH:22]=1)(=[O:16])=[O:17])[C:3]1[CH:4]=[CH:5][CH:6]=[C:7]2[C:11]=1[NH:10][C:9]([C:12]([NH:46][NH:45][C:47](=[O:53])[C:48]([O:50][CH2:51][CH3:52])=[O:49])=[O:13])=[CH:8]2. (2) The reactants are Br[CH:2]=[C:3]1[CH2:8][CH2:7][N:6]([C:9]([O:11][C:12]([CH3:15])([CH3:14])[CH3:13])=[O:10])[CH2:5][CH2:4]1.[OH:16][C:17]1[CH:18]=[C:19](B(O)O)[CH:20]=[CH:21][CH:22]=1.P([O-])([O-])([O-])=O.[K+].[K+].[K+].O. The catalyst is C1COCC1. The product is [OH:16][C:17]1[CH:22]=[C:21]([CH:20]=[CH:19][CH:18]=1)[CH:2]=[C:3]1[CH2:8][CH2:7][N:6]([C:9]([O:11][C:12]([CH3:15])([CH3:14])[CH3:13])=[O:10])[CH2:5][CH2:4]1. The yield is 0.660. (3) The product is [NH2:37][C:35]1[CH:34]=[CH:33][C:32]2[N:27]([CH2:23][CH:24]([CH3:25])[CH3:26])[CH2:28][CH2:29][O:30][C:31]=2[CH:36]=1. The yield is 0.990. No catalyst specified. The reactants are C(N1C2=CC3C(C(F)(F)F)=CC(=O)NC=3C=C2OCC1)CC.[CH2:23]([N:27]1[C:32]2[CH:33]=[CH:34][C:35]([N+:37]([O-])=O)=[CH:36][C:31]=2[O:30][CH2:29][CH2:28]1)[CH:24]([CH3:26])[CH3:25].